Dataset: Forward reaction prediction with 1.9M reactions from USPTO patents (1976-2016). Task: Predict the product of the given reaction. (1) Given the reactants C([O:5][C:6]([CH:8]([C:27]1[CH:32]=[CH:31][CH:30]=[CH:29][CH:28]=1)[N:9]1[C:13]2[CH:14]=[C:15]([I:18])[CH:16]=[CH:17][C:12]=2[N:11](C(OC(C)(C)C)=O)[C:10]1=[O:26])=[O:7])(C)(C)C.FC(F)(F)C(O)=O, predict the reaction product. The product is: [I:18][C:15]1[CH:16]=[CH:17][C:12]2[NH:11][C:10](=[O:26])[N:9]([CH:8]([C:27]3[CH:28]=[CH:29][CH:30]=[CH:31][CH:32]=3)[C:6]([OH:7])=[O:5])[C:13]=2[CH:14]=1. (2) Given the reactants [O:1]1[CH2:6][C:5](=O)[CH2:4][C:3](=[O:8])[CH2:2]1.[I:9][C:10]1[CH:11]=[C:12]([CH:15]=[CH:16][C:17]=1[CH3:18])[CH:13]=O.[NH2:19]/[C:20](/[CH3:26])=[CH:21]\[C:22]([O:24][CH3:25])=[O:23], predict the reaction product. The product is: [I:9][C:10]1[CH:11]=[C:12]([CH:13]2[C:21]([C:22]([O:24][CH3:25])=[O:23])=[C:20]([CH3:26])[NH:19][C:5]3[CH2:6][O:1][CH2:2][C:3](=[O:8])[C:4]2=3)[CH:15]=[CH:16][C:17]=1[CH3:18]. (3) The product is: [C:12]1([CH3:22])[CH:17]=[CH:16][C:15]([S:18]([N:1]2[C:9]3=[CH:8][N:7]=[CH:6][CH:5]=[C:4]3[CH:3]=[CH:2]2)(=[O:20])=[O:19])=[CH:14][CH:13]=1. Given the reactants [NH:1]1[C:9]2[C:4](=[CH:5][CH:6]=[N:7][CH:8]=2)[CH:3]=[CH:2]1.[OH-].[Na+].[C:12]1([CH3:22])[CH:17]=[CH:16][C:15]([S:18](Cl)(=[O:20])=[O:19])=[CH:14][CH:13]=1, predict the reaction product. (4) Given the reactants [C:1]([O:9][CH:10]1[C:18]2[C:13](=[CH:14][CH:15]=[C:16]([CH3:19])[CH:17]=2)[N:12]([CH2:20][CH3:21])[C:11]1=[O:22])(=[O:8])[C:2]1[CH:7]=[CH:6][CH:5]=[CH:4][CH:3]=1.[CH3:23]C1C=C2C(=CC=1)N(CCC)C(=O)C2=O, predict the reaction product. The product is: [C:1]([O:9][CH:10]1[C:18]2[C:13](=[CH:14][CH:15]=[C:16]([CH3:19])[CH:17]=2)[N:12]([CH2:20][CH2:21][CH3:23])[C:11]1=[O:22])(=[O:8])[C:2]1[CH:3]=[CH:4][CH:5]=[CH:6][CH:7]=1. (5) Given the reactants [CH2:1]([C:3]1[CH:21]=[CH:20][C:6]([C:7]([N:9]([CH2:13][C@H:14]2[C@H:18]([OH:19])[CH2:17][NH:16][CH2:15]2)[CH:10]([CH3:12])[CH3:11])=[O:8])=[CH:5][C:4]=1[O:22][CH2:23][CH2:24][CH2:25][O:26][CH3:27])[CH3:2].[N:28]([CH2:31][C:32]1[CH:37]=[CH:36][CH:35]=[CH:34][CH:33]=1)=[C:29]=[O:30], predict the reaction product. The product is: [CH2:1]([C:3]1[CH:21]=[CH:20][C:6]([C:7]([N:9]([CH2:13][C@@H:14]2[CH2:15][NH:16][CH2:17][C@H:18]2[O:19][C:29](=[O:30])[NH:28][CH2:31][C:32]2[CH:37]=[CH:36][CH:35]=[CH:34][CH:33]=2)[CH:10]([CH3:12])[CH3:11])=[O:8])=[CH:5][C:4]=1[O:22][CH2:23][CH2:24][CH2:25][O:26][CH3:27])[CH3:2].[CH2:1]([C:3]1[CH:21]=[CH:20][C:6]([C:7]([N:9]([CH2:13][C@H:14]2[C@H:18]([OH:19])[CH2:17][NH:16][CH2:15]2)[CH:10]([CH3:12])[CH3:11])=[O:8])=[CH:5][C:4]=1[O:22][CH2:23][CH2:24][CH2:25][O:26][CH3:27])[CH3:2]. (6) Given the reactants [CH3:1][O:2][C:3](=[O:14])[C:4]1[CH:9]=[CH:8][C:7]([CH2:10][CH2:11][CH2:12][OH:13])=[CH:6][CH:5]=1.C(N(CC)CC)C.[CH3:22][S:23](Cl)(=[O:25])=[O:24], predict the reaction product. The product is: [CH3:1][O:2][C:3](=[O:14])[C:4]1[CH:9]=[CH:8][C:7]([CH2:10][CH2:11][CH2:12][O:13][S:23]([CH3:22])(=[O:25])=[O:24])=[CH:6][CH:5]=1. (7) Given the reactants S(=O)(=O)(O)O.COC(C1C=CC2C(=CC=CC=2)C=1C1C2C(C(C3C4C(=CC=CC=4)C=CC=3C(OC)=O)=C3C=1C=CC=C3)=CC=CC=2)=O.C(Cl)(Cl)Cl.[CH:52]1[C:57]2=[C:58]3[C:75](=[CH:76][CH:77]=[C:56]2[CH:55]=[CH:54][CH:53]=1)[C:74](=[O:78])[C:73]1[C:60]2[C:61]4[C:70](=[CH:71][CH:72]=1)[C:69](=[O:79])[C:68]1[C:63](=[C:64]5[CH:83]=[CH:82][CH:81]=[CH:80][C:65]5=[CH:66][CH:67]=1)[C:62]=4[C:84]1[CH:85]=[CH:86][CH:87]=[CH:88][C:89]=1[C:59]3=2, predict the reaction product. The product is: [CH:76]1[C:75]2[C:74](=[O:78])[C:73]3[C:60]4[C:59]([C:58]=2[C:57]2[C:56](=[CH:55][CH:54]=[CH:53][CH:52]=2)[CH:77]=1)=[C:89]1[C:84]2[C:85](=[CH:86][CH:87]=[CH:88]1)[C:69](=[O:79])[C:68]1[CH:67]=[CH:66][C:65]5[C:64]([C:63]=1[C:62]=2[C:61]=4[CH:70]=[CH:71][CH:72]=3)=[CH:83][CH:82]=[CH:81][CH:80]=5.